Dataset: Retrosynthesis with 50K atom-mapped reactions and 10 reaction types from USPTO. Task: Predict the reactants needed to synthesize the given product. Given the product O=C(COCc1ccc(F)cc1)NCCCCC1CCN(Cc2c[nH]c3ccccc23)C1, predict the reactants needed to synthesize it. The reactants are: O=C(COCc1ccc(F)cc1)NCCCCC1CCNC1.O=Cc1c[nH]c2ccccc12.